From a dataset of Full USPTO retrosynthesis dataset with 1.9M reactions from patents (1976-2016). Predict the reactants needed to synthesize the given product. (1) The reactants are: Cl[C:2]1[C:3]2[N:4]([CH:14]=[N:15][C:16]=2[CH3:17])[C:5]2[N:11]=[C:10]([O:12][CH3:13])[CH:9]=[CH:8][C:6]=2[N:7]=1.[CH3:18][Mg+].[Br-].[NH4+].[Cl-]. Given the product [CH3:13][O:12][C:10]1[CH:9]=[CH:8][C:6]2[N:7]=[C:2]([CH3:18])[C:3]3[N:4]([CH:14]=[N:15][C:16]=3[CH3:17])[C:5]=2[N:11]=1, predict the reactants needed to synthesize it. (2) Given the product [CH3:1][O:2][C:3]1[CH:4]=[C:5]([CH:11]=[CH:12][C:13]2[O:17][N:16]=[C:15]([CH2:18][CH:19]3[CH2:24][CH2:23][N:22]([CH2:25][CH2:34][N:32]([CH3:33])[CH3:31])[CH2:21][CH2:20]3)[N:14]=2)[CH:6]=[CH:7][C:8]=1[O:9][CH3:10], predict the reactants needed to synthesize it. The reactants are: [CH3:1][O:2][C:3]1[CH:4]=[C:5]([CH:11]=[CH:12][C:13]2[O:17][N:16]=[C:15]([CH2:18][CH:19]3[CH2:24][CH2:23][NH:22][CH2:21][CH2:20]3)[N:14]=2)[CH:6]=[CH:7][C:8]=1[O:9][CH3:10].[C:25](=O)([O-])[O-].[K+].[K+].[CH3:31][N:32]([CH:34]=O)[CH3:33]. (3) Given the product [CH3:1][O:2][N:3]1[C:12]2[C:7](=[CH:8][CH:9]=[CH:10][CH:11]=2)[CH2:6][C@@H:5]([NH:13][C:14](=[O:15])[O:16][CH3:17])[C:4]1=[O:18], predict the reactants needed to synthesize it. The reactants are: [CH3:1][O:2][NH:3][C:4](=[O:18])[C@H:5]([NH:13][C:14]([O:16][CH3:17])=[O:15])[CH2:6][C:7]1[CH:12]=[CH:11][CH:10]=[CH:9][CH:8]=1.FC(F)(F)C(O)=O.FC(F)(F)C(OC1C(OC(=O)C(F)(F)F)=C(I)C=CC=1)=O. (4) The reactants are: [C:1]([O:5][C:6]([NH:8][CH2:9][C:10]#[C:11][C:12]1[C:13]([C:34](O)=[O:35])=[N:14][CH:15]=[C:16]([C:18]([N:20]2[CH2:25][CH2:24][N:23]([CH2:26][C:27]3[CH:32]=[CH:31][C:30]([F:33])=[CH:29][CH:28]=3)[CH2:22][CH2:21]2)=[O:19])[CH:17]=1)=[O:7])([CH3:4])([CH3:3])[CH3:2].Cl.Cl.[C:39]([C:41]1[CH:54]=[CH:53][C:44]([CH2:45][N:46]2[CH2:51][CH2:50][CH:49]([NH2:52])[CH2:48][CH2:47]2)=[CH:43][CH:42]=1)#[N:40].CN(C(ON1N=NC2C=CC=NC1=2)=[N+](C)C)C.F[P-](F)(F)(F)(F)F.C(N(CC)CC)C. Given the product [C:39]([C:41]1[CH:42]=[CH:43][C:44]([CH2:45][N:46]2[CH2:47][CH2:48][CH:49]([NH:52][C:34]([C:13]3[C:12]([C:11]#[C:10][CH2:9][NH:8][C:6](=[O:7])[O:5][C:1]([CH3:2])([CH3:4])[CH3:3])=[CH:17][C:16]([C:18]([N:20]4[CH2:25][CH2:24][N:23]([CH2:26][C:27]5[CH:32]=[CH:31][C:30]([F:33])=[CH:29][CH:28]=5)[CH2:22][CH2:21]4)=[O:19])=[CH:15][N:14]=3)=[O:35])[CH2:50][CH2:51]2)=[CH:53][CH:54]=1)#[N:40], predict the reactants needed to synthesize it. (5) Given the product [NH2:47][CH:44]([C:40]1[C:39]([F:48])=[C:38]([C:26]2[CH:27]=[C:6]([NH:5][CH2:4][CH:1]3[CH2:3][CH2:2]3)[CH:7]=[C:8]([CH2:9][O:10][C:11]3[CH:16]=[CH:15][CH:14]=[CH:13][C:12]=3[CH2:17][C:18]([O:20][C:21]([CH3:24])([CH3:22])[CH3:23])=[O:19])[CH:25]=2)[CH:43]=[CH:42][CH:41]=1)[CH2:45][F:46], predict the reactants needed to synthesize it. The reactants are: [CH:1]1([CH2:4][NH:5][C:6]2[CH:7]=[C:8]([CH:25]=[C:26](B3OC(C)(C)C(C)(C)O3)[CH:27]=2)[CH2:9][O:10][C:11]2[CH:16]=[CH:15][CH:14]=[CH:13][C:12]=2[CH2:17][C:18]([O:20][C:21]([CH3:24])([CH3:23])[CH3:22])=[O:19])[CH2:3][CH2:2]1.Br[C:38]1[C:39]([F:48])=[C:40]([CH:44]([NH2:47])[CH2:45][F:46])[CH:41]=[CH:42][CH:43]=1.C(Cl)Cl.[O-]P([O-])([O-])=O.[K+].[K+].[K+]. (6) Given the product [CH3:13][O:14][CH2:2][C:3]1[CH:12]=[CH:11][C:6]([C:7]([O:9][CH3:10])=[O:8])=[CH:5][N:4]=1, predict the reactants needed to synthesize it. The reactants are: Cl[CH2:2][C:3]1[CH:12]=[CH:11][C:6]([C:7]([O:9][CH3:10])=[O:8])=[CH:5][N:4]=1.[CH3:13][O-:14].[Na+]. (7) The reactants are: [CH3:1][O:2][C:3](=[O:21])[CH2:4][O:5][C:6]1[CH:11]=[CH:10][C:9]([C:12]2[CH:17]=[CH:16][C:15]([N+:18]([O-])=O)=[CH:14][CH:13]=2)=[CH:8][CH:7]=1. Given the product [CH3:1][O:2][C:3](=[O:21])[CH2:4][O:5][C:6]1[CH:7]=[CH:8][C:9]([C:12]2[CH:17]=[CH:16][C:15]([NH2:18])=[CH:14][CH:13]=2)=[CH:10][CH:11]=1, predict the reactants needed to synthesize it. (8) Given the product [CH3:1][C:2]([CH3:23])([CH3:22])[CH2:3][O:4][C:5]1[CH:6]=[C:7]([CH:19]=[CH:20][CH:21]=1)[O:8][C:9]1[CH:14]=[CH:13][C:12]([NH2:15])=[CH:11][C:10]=1[CH3:18], predict the reactants needed to synthesize it. The reactants are: [CH3:1][C:2]([CH3:23])([CH3:22])[CH2:3][O:4][C:5]1[CH:6]=[C:7]([CH:19]=[CH:20][CH:21]=1)[O:8][C:9]1[CH:14]=[CH:13][C:12]([N+:15]([O-])=O)=[CH:11][C:10]=1[CH3:18].[Cl-].[Ca+2].[Cl-].C(O)C.